Dataset: Full USPTO retrosynthesis dataset with 1.9M reactions from patents (1976-2016). Task: Predict the reactants needed to synthesize the given product. (1) Given the product [CH3:83][N:81]([CH3:82])[CH2:80][C@H:79]([O:78][C:72]1[C:73]([C:76]#[N:77])=[N:74][CH:75]=[C:70]([NH:69][C:49]2[N:50]=[CH:51][C:52]3[C:57]([CH:58]=2)=[CH:56][CH:55]=[CH:54][C:53]=3[O:59][CH3:60])[N:71]=1)[CH3:84], predict the reactants needed to synthesize it. The reactants are: CC1(C)C2C=CC=C(P(C3C=CC=CC=3)C3C=CC=CC=3)C=2OC2C1=CC=CC=2P(C1C=CC=CC=1)C1C=CC=CC=1.FC(F)(F)S(O[C:49]1[N:50]=[CH:51][C:52]2[C:57]([CH:58]=1)=[CH:56][CH:55]=[CH:54][C:53]=2[O:59][CH3:60])(=O)=O.C(=O)([O-])[O-].[Cs+].[Cs+].[NH2:69][C:70]1[N:71]=[C:72]([O:78][C@H:79]([CH3:84])[CH2:80][N:81]([CH3:83])[CH3:82])[C:73]([C:76]#[N:77])=[N:74][CH:75]=1. (2) Given the product [OH:32][C:29]1([C:3]2[C:2]([NH:7][C:8](=[O:13])[C:9]([CH3:10])([CH3:12])[CH3:11])=[N:1][CH:6]=[CH:5][CH:4]=2)[CH2:30][CH2:31][C:26]([CH3:33])([CH3:25])[CH2:27][CH2:28]1, predict the reactants needed to synthesize it. The reactants are: [N:1]1[CH:6]=[CH:5][CH:4]=[CH:3][C:2]=1[NH:7][C:8](=[O:13])[C:9]([CH3:12])([CH3:11])[CH3:10].C([Li])CCC.CCCCCC.[CH3:25][C:26]1([CH3:33])[CH2:31][CH2:30][C:29](=[O:32])[CH2:28][CH2:27]1. (3) Given the product [CH3:32][C:31]([CH3:34])([CH3:33])[CH2:30][CH:28]1[CH2:29][CH:26]([C:23]2[CH:22]=[C:21]([C@@H:12]([CH2:11][CH2:10][CH2:9][OH:8])[CH2:13][C:14]([O:16][C:17]([CH3:18])([CH3:19])[CH3:20])=[O:15])[O:25][N:24]=2)[CH2:27]1, predict the reactants needed to synthesize it. The reactants are: C([O:8][CH2:9][CH2:10][CH2:11][C@H:12]([C:21]1[O:25][N:24]=[C:23]([CH:26]2[CH2:29][CH:28]([CH2:30][C:31]([CH3:34])([CH3:33])[CH3:32])[CH2:27]2)[CH:22]=1)[CH2:13][C:14]([O:16][C:17]([CH3:20])([CH3:19])[CH3:18])=[O:15])C1C=CC=CC=1.